This data is from Forward reaction prediction with 1.9M reactions from USPTO patents (1976-2016). The task is: Predict the product of the given reaction. (1) Given the reactants [F:1][C:2]1[CH:8]=[CH:7][C:5]([NH2:6])=[CH:4][CH:3]=1.F[B-](F)(F)F.[Br:14][C:15]1[CH:20]=[CH:19][CH:18]=[CH:17][C:16]=1[N+]#N, predict the reaction product. The product is: [Br:14][C:15]1[CH:20]=[CH:19][CH:18]=[CH:17][C:16]=1[C:7]1[C:5]([NH2:6])=[CH:4][CH:3]=[C:2]([F:1])[CH:8]=1. (2) The product is: [CH3:16][NH:17][CH2:10][C:9]1[CH:12]=[CH:13][CH:14]=[C:7]([C:4]2[CH:5]=[CH:6][N:1]=[CH:2][CH:3]=2)[CH:8]=1. Given the reactants [N:1]1[CH:6]=[CH:5][C:4]([C:7]2[CH:8]=[C:9]([CH:12]=[CH:13][CH:14]=2)[CH:10]=O)=[CH:3][CH:2]=1.[BH3-][C:16]#[N:17].[Na+].CN.Cl, predict the reaction product. (3) Given the reactants C1([C:6]2[C:14]3[C:9](=[CH:10][C:11](C(NC4(C(NC5C=CC(/C=C/C(O)=O)=C(OCC)C=5)=O)CCC4)=O)=[CH:12][CH:13]=3)[N:8](C)[C:7]=2[C:40]2C=CC=CN=2)CCCC1.[Li]CCCC.CI, predict the reaction product. The product is: [CH3:40][C:7]1[NH:8][C:9]2[C:14]([CH:6]=1)=[CH:13][CH:12]=[CH:11][CH:10]=2. (4) Given the reactants N[C:2]1[CH:3]=[N:4][CH:5]=[C:6]([CH:28]=1)[C:7]([NH:9][C@H:10]1[CH2:15][CH2:14][C@@H:13]([NH:16][C:17]2[CH:26]=[C:25]([CH3:27])[C:24]3[C:19](=[CH:20][CH:21]=[CH:22][CH:23]=3)[N:18]=2)[CH2:12][CH2:11]1)=[O:8].N([O-])=O.[Na+].[OH-].[Na+].[H+].[B-](F)(F)(F)[F:37], predict the reaction product. The product is: [F:37][C:2]1[CH:3]=[N:4][CH:5]=[C:6]([CH:28]=1)[C:7]([NH:9][C@H:10]1[CH2:15][CH2:14][C@@H:13]([NH:16][C:17]2[CH:26]=[C:25]([CH3:27])[C:24]3[C:19](=[CH:20][CH:21]=[CH:22][CH:23]=3)[N:18]=2)[CH2:12][CH2:11]1)=[O:8]. (5) Given the reactants C(OC([N:8]1[CH2:13][CH2:12][N:11]([C:14]2[C:22]3[C:21]4[CH:23]=[CH:24][CH:25]=[CH:26][C:20]=4[S:19][C:18]=3[C:17]([C:27]3[CH:28]=[CH:29][CH:30]=[C:31]4[C:36]=3[O:35][C:34]([N:37]3[CH2:42][CH2:41][O:40][CH2:39][CH2:38]3)=[CH:33][C:32]4=[O:43])=[CH:16][CH:15]=2)[CH2:10][CH2:9]1)=O)(C)(C)C.FC(F)(F)C(O)=O, predict the reaction product. The product is: [N:37]1([C:34]2[O:35][C:36]3[C:31]([C:32](=[O:43])[CH:33]=2)=[CH:30][CH:29]=[CH:28][C:27]=3[C:17]2[C:18]3[S:19][C:20]4[CH:26]=[CH:25][CH:24]=[CH:23][C:21]=4[C:22]=3[C:14]([N:11]3[CH2:12][CH2:13][NH:8][CH2:9][CH2:10]3)=[CH:15][CH:16]=2)[CH2:42][CH2:41][O:40][CH2:39][CH2:38]1. (6) Given the reactants C(O)=O.Cl[S:5]([N:8]=C=O)(=[O:7])=[O:6].[CH3:11][CH:12]([CH2:16][CH3:17])[CH2:13][CH2:14][OH:15].N1C=CC=CC=1, predict the reaction product. The product is: [S:5](=[O:6])(=[O:7])([O:15][CH2:14][CH2:13][CH:12]([CH3:11])[CH2:16][CH3:17])[NH2:8]. (7) Given the reactants [CH3:1][N:2]1[C:7]2[CH:8]=[C:9]3[C:14]4([C:22]5[C:17](=[CH:18][CH:19]=[CH:20][CH:21]=5)[NH:16][C:15]4=[O:23])[CH2:13][O:12][C:10]3=[CH:11][C:6]=2[O:5][CH2:4][C:3]1=[O:24].N1C2C(=CC=CC=2)[C:27]2([CH2:37][O:36][C:35]3[CH:38]=C4C(=C[C:34]2=3)CCO4)C1=O.CC1C=CC(S(OC[C@H]2CCCO2)(=O)=O)=CC=1.BrCC1CCCCO1, predict the reaction product. The product is: [CH3:1][N:2]1[C:7]2[CH:8]=[C:9]3[C:14]4([C:22]5[C:17](=[CH:18][CH:19]=[CH:20][CH:21]=5)[N:16]([CH2:38][C@H:35]5[CH2:34][CH2:27][CH2:37][O:36]5)[C:15]4=[O:23])[CH2:13][O:12][C:10]3=[CH:11][C:6]=2[O:5][CH2:4][C:3]1=[O:24].